From a dataset of Full USPTO retrosynthesis dataset with 1.9M reactions from patents (1976-2016). Predict the reactants needed to synthesize the given product. (1) The reactants are: [OH:1][C:2]1[C:3]([CH3:18])=[C:4]2[C:9](=[C:10]([CH3:13])[C:11]=1[CH3:12])[O:8][C:7]([CH3:17])([C:14]([OH:16])=O)[CH2:6][CH2:5]2.C1N=CN(C(N2C=NC=C2)=O)C=1.[O:31]1[CH2:36][CH2:35][N:34]([CH2:37][CH2:38][CH2:39][NH2:40])[CH2:33][CH2:32]1. Given the product [OH:1][C:2]1[C:3]([CH3:18])=[C:4]2[C:9](=[C:10]([CH3:13])[C:11]=1[CH3:12])[O:8][C:7]([CH3:17])([C:14]([NH:40][CH2:39][CH2:38][CH2:37][N:34]1[CH2:35][CH2:36][O:31][CH2:32][CH2:33]1)=[O:16])[CH2:6][CH2:5]2, predict the reactants needed to synthesize it. (2) Given the product [OH:17]/[N:16]=[C:11]1\[CH2:10][CH2:9][CH2:8][C:7]2[C:12]\1=[CH:13][C:4]([N+:1]([O-:3])=[O:2])=[CH:5][CH:6]=2, predict the reactants needed to synthesize it. The reactants are: [N+:1]([C:4]1[CH:13]=[C:12]2[C:7]([CH2:8][CH2:9][CH2:10][C:11]2=O)=[CH:6][CH:5]=1)([O-:3])=[O:2].Cl.[NH2:16][OH:17].C([O-])(=O)C.[Na+].C(=O)(O)[O-].[Na+]. (3) Given the product [ClH:7].[NH2:34][CH:12]([CH2:13][CH:14]([CH2:18][C:19]1[CH:20]=[C:21]2[C:25](=[CH:26][CH:27]=1)[N:24]([CH3:28])[CH:23]=[C:22]2[CH2:29][CH2:30][CH2:31][O:32][CH3:33])[CH:15]([CH3:16])[CH3:17])[CH:10]([OH:11])[CH2:9][NH:8][S:4]([CH:2]([CH3:3])[CH3:1])(=[O:6])=[O:5], predict the reactants needed to synthesize it. The reactants are: [CH3:1][CH:2]([S:4]([Cl:7])(=[O:6])=[O:5])[CH3:3].[NH2:8][CH2:9][CH:10]([CH:12]([NH:34]C(=O)OC(C)(C)C)[CH2:13][CH:14]([CH2:18][C:19]1[CH:20]=[C:21]2[C:25](=[CH:26][CH:27]=1)[N:24]([CH3:28])[CH:23]=[C:22]2[CH2:29][CH2:30][CH2:31][O:32][CH3:33])[CH:15]([CH3:17])[CH3:16])[OH:11].C(N(CC)CC)C. (4) The reactants are: [O:1]1[CH:5]=[CH:4][C:3]([C:6]([NH:8][C:9]2[CH:10]=[CH:11][C:12]([CH3:24])=[C:13]([C:15]3[CH:20]=[CH:19][C:18]([C:21]([OH:23])=O)=[CH:17][CH:16]=3)[CH:14]=2)=[O:7])=[CH:2]1.[NH2:25][CH2:26][CH2:27][CH2:28][N:29]1[CH:33]=[CH:32][N:31]=[CH:30]1.CN(C(ON1N=NC2C=CC=NC1=2)=[N+](C)C)C.F[P-](F)(F)(F)(F)F.C1C=CC2N(O)N=NC=2C=1.CCN(C(C)C)C(C)C. Given the product [N:29]1([CH2:28][CH2:27][CH2:26][NH:25][C:21]([C:18]2[CH:19]=[CH:20][C:15]([C:13]3[C:12]([CH3:24])=[CH:11][CH:10]=[C:9]([NH:8][C:6]([C:3]4[CH:4]=[CH:5][O:1][CH:2]=4)=[O:7])[CH:14]=3)=[CH:16][CH:17]=2)=[O:23])[CH:33]=[CH:32][N:31]=[CH:30]1, predict the reactants needed to synthesize it. (5) Given the product [Cl:1][C:2]1[CH:3]=[C:4]([CH:9]2[CH:10]([CH:24]([OH:26])[CH3:25])[CH2:11][N:12]([C:14]([C:16]3[CH:17]=[N:18][C:19]([O:22][CH3:23])=[CH:20][CH:21]=3)=[O:15])[CH2:13]2)[CH:5]=[CH:6][C:7]=1[Cl:8], predict the reactants needed to synthesize it. The reactants are: [Cl:1][C:2]1[CH:3]=[C:4]([CH:9]2[CH2:13][N:12]([C:14]([C:16]3[CH:17]=[N:18][C:19]([O:22][CH3:23])=[CH:20][CH:21]=3)=[O:15])[CH2:11][CH:10]2[C:24](=[O:26])[CH3:25])[CH:5]=[CH:6][C:7]=1[Cl:8].[Li+].[BH4-]. (6) Given the product [O:7]=[C:2]1[NH:1][CH2:6][CH2:5][N:4]([C:22]([C:21]2[CH:25]=[CH:26][N:27]=[CH:28][C:20]=2[NH:19][C:17]([C:15]2[C:14]([NH:29][C:30]3[CH:31]=[N:32][CH:33]=[N:34][CH:35]=3)=[CH:13][CH:12]=[C:11]([CH:8]3[CH2:10][CH2:9]3)[N:16]=2)=[O:18])=[O:23])[CH2:3]1, predict the reactants needed to synthesize it. The reactants are: [NH:1]1[CH2:6][CH2:5][NH:4][CH2:3][C:2]1=[O:7].[CH:8]1([C:11]2[N:16]=[C:15]([C:17]([NH:19][C:20]3[CH:28]=[N:27][CH:26]=[CH:25][C:21]=3[C:22](O)=[O:23])=[O:18])[C:14]([NH:29][C:30]3[CH:31]=[N:32][CH:33]=[N:34][CH:35]=3)=[CH:13][CH:12]=2)[CH2:10][CH2:9]1. (7) Given the product [O:36]=[C:12]([N:13]1[CH2:25][C:24]2[C:23](=[O:26])[C:22]3[CH:21]=[CH:20][CH:19]=[CH:18][C:17]=3[NH:16][C:15]=2[CH:14]1[C:27]1[CH:32]=[CH:31][C:30]2[O:33][CH2:34][O:35][C:29]=2[CH:28]=1)/[CH:11]=[CH:10]/[C:7]1[CH:6]=[CH:5][C:4]([C:3]([OH:37])=[O:2])=[CH:9][CH:8]=1, predict the reactants needed to synthesize it. The reactants are: C[O:2][C:3](=[O:37])[C:4]1[CH:9]=[CH:8][C:7](/[CH:10]=[CH:11]/[C:12](=[O:36])[N:13]2[CH2:25][C:24]3[C:23](=[O:26])[C:22]4[CH:21]=[CH:20][CH:19]=[CH:18][C:17]=4[NH:16][C:15]=3[CH:14]2[C:27]2[CH:32]=[CH:31][C:30]3[O:33][CH2:34][O:35][C:29]=3[CH:28]=2)=[CH:6][CH:5]=1.[OH-].[Na+].Cl. (8) Given the product [Cl:1][C:2]1[C:3]([F:21])=[C:4]([C:23]2[CH:28]=[C:27]([O:29][CH3:30])[N:26]=[CH:25][N:24]=2)[C:5]([C:8]([F:10])([F:11])[CH3:9])=[CH:6][CH:7]=1, predict the reactants needed to synthesize it. The reactants are: [Cl:1][C:2]1[C:3]([F:21])=[C:4](B2OC(C)(C)C(C)(C)O2)[C:5]([C:8]([F:11])([F:10])[CH3:9])=[CH:6][CH:7]=1.Cl[C:23]1[CH:28]=[C:27]([O:29][CH3:30])[N:26]=[CH:25][N:24]=1.C1(C)C=CC=CC=1.C([O-])([O-])=O.[Na+].[Na+]. (9) Given the product [CH2:1]([C:3]1[C:7]([S:8][C:9]2[CH:14]=[CH:13][C:12]([F:15])=[CH:11][CH:10]=2)=[C:6]([CH2:16][CH3:17])[N:5]([CH2:18][C:19]([NH2:22])([CH3:20])[CH3:21])[N:4]=1)[CH3:2], predict the reactants needed to synthesize it. The reactants are: [CH2:1]([C:3]1[C:7]([S:8][C:9]2[CH:14]=[CH:13][C:12]([F:15])=[CH:11][CH:10]=2)=[C:6]([CH2:16][CH3:17])[N:5]([CH2:18][C:19]([NH:22]S(C2C=CC([N+]([O-])=O)=CC=2)(=O)=O)([CH3:21])[CH3:20])[N:4]=1)[CH3:2].C1(S)C=CC=CC=1.C(=O)([O-])[O-].[K+].[K+].C(#N)C.